From a dataset of Reaction yield outcomes from USPTO patents with 853,638 reactions. Predict the reaction yield, written as a fraction of the theoretical maximum amount of product (1.0 means a 100% yield; for example, 0.34 means a 34% yield). (1) The reactants are [CH2:1]([S:3]([N:6]1[CH:10]=[C:9](B2OC(C)(C)C(C)(C)O2)[CH:8]=[N:7]1)(=[O:5])=[O:4])[CH3:2].Cl[C:21]1[N:26]=[C:25]([NH2:27])[CH:24]=[CH:23][N:22]=1.C(=O)([O-])[O-].[Cs+].[Cs+]. The catalyst is O1CCOCC1.O.CC(P(C(C)(C)C)C1C=CC(N(C)C)=CC=1)(C)C.CC(P(C(C)(C)C)C1C=CC(N(C)C)=CC=1)(C)C.Cl[Pd]Cl. The product is [CH2:1]([S:3]([N:6]1[CH:10]=[C:9]([C:21]2[N:26]=[C:25]([NH2:27])[CH:24]=[CH:23][N:22]=2)[CH:8]=[N:7]1)(=[O:4])=[O:5])[CH3:2]. The yield is 0.710. (2) The reactants are [F:1][C:2]1[CH:7]=[CH:6][C:5]([CH:8]([C:25]2[CH:30]=[CH:29][C:28]([F:31])=[CH:27][CH:26]=2)[CH:9]2[C:14](=[O:15])[CH2:13][CH2:12][N:11]([CH2:16][C:17]3[CH:22]=[CH:21][CH:20]=[CH:19][C:18]=3[S:23][CH3:24])[CH2:10]2)=[CH:4][CH:3]=1.C(O[O-])(=O)C1C(=CC=CC=1)C([O-])=[O:36].[Mg+2].C(OCC)(=O)C.O. The catalyst is CN1C(=O)CCC1. The product is [F:1][C:2]1[CH:3]=[CH:4][C:5]([CH:8]([C:25]2[CH:26]=[CH:27][C:28]([F:31])=[CH:29][CH:30]=2)[CH:9]2[C:14](=[O:15])[CH2:13][CH2:12][N:11]([CH2:16][C:17]3[CH:22]=[CH:21][CH:20]=[CH:19][C:18]=3[S:23]([CH3:24])=[O:36])[CH2:10]2)=[CH:6][CH:7]=1. The yield is 0.120. (3) The reactants are [F:1][C:2]1[CH:3]=[C:4]([C@H:9]2[CH2:14][C@@H:13]([C:15](=[O:22])[CH2:16][C:17](OCC)=[O:18])[CH2:12][CH2:11][N:10]2[C:23]([O:25][CH3:26])=[O:24])[CH:5]=[CH:6][C:7]=1[F:8].[OH-].[Na+].[NH2:29]O.Cl. The catalyst is CO.O. The product is [F:1][C:2]1[CH:3]=[C:4]([C@H:9]2[CH2:14][C@@H:13]([C:15]3[O:22][NH:29][C:17](=[O:18])[CH:16]=3)[CH2:12][CH2:11][N:10]2[C:23]([O:25][CH3:26])=[O:24])[CH:5]=[CH:6][C:7]=1[F:8]. The yield is 0.712. (4) The reactants are [C:1]([NH:8][CH2:9][C:10]([O:12][CH2:13][C:14]1[CH:19]=[CH:18][CH:17]=[CH:16][CH:15]=1)=[O:11])([O:3]C(C)(C)C)=O.Cl.C(N(CC)CC)C.[Cl:28][C:29]1[CH:37]=[C:36]([N+:38]([O-:40])=[O:39])[C:35]([N+:41]([O-:43])=[O:42])=[CH:34][C:30]=1C(O)=O.C1CCC(N=C=NC2CCCCC2)CC1. The catalyst is O1CCOCC1.CN(C1C=CN=CC=1)C.O. The product is [Cl:28][C:29]1[CH:37]=[C:36]([N+:38]([O-:40])=[O:39])[C:35]([N+:41]([O-:43])=[O:42])=[CH:34][C:30]=1[C:1]([NH:8][CH2:9][C:10]([O:12][CH2:13][C:14]1[CH:15]=[CH:16][CH:17]=[CH:18][CH:19]=1)=[O:11])=[O:3]. The yield is 0.750. (5) The reactants are [NH2:1][C:2]1[CH:3]=[CH:4][C:5]([F:26])=[C:6]([C@:8]2([CH:23]([F:25])[F:24])[C@@H:14]3[C@@H:12]([CH2:13]3)[O:11][C:10]([NH:15][C:16](=[O:22])[O:17][C:18]([CH3:21])([CH3:20])[CH3:19])=[N:9]2)[CH:7]=1.C(N(CC)CC)C.[Cl:34][C:35]1[CH:36]=[CH:37][C:38]([S:41](Cl)(=[O:43])=[O:42])=[N:39][CH:40]=1. The catalyst is C(Cl)Cl.CCOC(C)=O.O. The product is [Cl:34][C:35]1[CH:36]=[CH:37][C:38]([S:41]([NH:1][C:2]2[CH:3]=[CH:4][C:5]([F:26])=[C:6]([C@:8]3([CH:23]([F:25])[F:24])[C@@H:14]4[C@@H:12]([CH2:13]4)[O:11][C:10]([NH:15][C:16](=[O:22])[O:17][C:18]([CH3:20])([CH3:21])[CH3:19])=[N:9]3)[CH:7]=2)(=[O:43])=[O:42])=[N:39][CH:40]=1. The yield is 0.700. (6) The product is [N:13]1([C:18]2[CH:19]=[C:20]3[C:24](=[CH:25][CH:26]=2)[NH:23][C:22](=[O:27])[C:21]3=[O:28])[CH:17]=[N:16][CH:15]=[N:14]1.[CH3:41][NH:40][S:37]([C:34]1[CH:35]=[CH:36][C:31]([NH:29][N:30]=[C:21]2[C:8]3[C:9](=[CH:10][CH:11]=[C:6]([N:1]4[CH:5]=[N:4][CH:3]=[N:2]4)[CH:7]=3)[NH:12][C:22]2=[O:27])=[CH:32][CH:33]=1)(=[O:39])=[O:38]. No catalyst specified. The yield is 0.0600. The reactants are [N:1]1([C:6]2[CH:11]=[CH:10][C:9]([NH2:12])=[CH:8][CH:7]=2)[CH:5]=[N:4][CH:3]=[N:2]1.[N:13]1([C:18]2[CH:19]=[C:20]3[C:24](=[CH:25][CH:26]=2)[NH:23][C:22](=[O:27])[C:21]3=[O:28])[CH:17]=[N:16][CH:15]=[N:14]1.[NH:29]([C:31]1[CH:36]=[CH:35][C:34]([S:37]([NH:40][CH3:41])(=[O:39])=[O:38])=[CH:33][CH:32]=1)[NH2:30]. (7) The reactants are [NH2:1][C:2]1[C:3]2[N:4]([C:18]([N:21]3[CH2:26][CH2:25][O:24][CH2:23][CH2:22]3)=[CH:19][N:20]=2)[CH:5]=[C:6]([C:10]2[CH:15]=[CH:14][C:13]([Cl:16])=[CH:12][C:11]=2[Cl:17])[C:7]=1[C:8]#[N:9].B.C1COCC1.Cl.CO. The catalyst is C1COCC1.O1CCOCC1. The product is [NH2:9][CH2:8][C:7]1[C:6]([C:10]2[CH:15]=[CH:14][C:13]([Cl:16])=[CH:12][C:11]=2[Cl:17])=[CH:5][N:4]2[C:18]([N:21]3[CH2:26][CH2:25][O:24][CH2:23][CH2:22]3)=[CH:19][N:20]=[C:3]2[C:2]=1[NH2:1]. The yield is 0.270. (8) The reactants are [NH:1]1[CH2:6][CH2:5][CH2:4][C@@H:3]([NH:7][C:8](=[O:14])[O:9][C:10]([CH3:13])([CH3:12])[CH3:11])[CH2:2]1.[Br:15][C:16]1[C:17](F)=[C:18]2[C:24]([NH:25][C:26](=[O:34])[C:27]3[CH:32]=[C:31]([CH3:33])[CH:30]=[N:29][CH:28]=3)=[CH:23][NH:22][C:19]2=[N:20][CH:21]=1. The catalyst is CCCCO. The product is [Br:15][C:16]1[C:17]([N:1]2[CH2:6][CH2:5][CH2:4][C@@H:3]([NH:7][C:8](=[O:14])[O:9][C:10]([CH3:11])([CH3:13])[CH3:12])[CH2:2]2)=[C:18]2[C:24]([NH:25][C:26](=[O:34])[C:27]3[CH:32]=[C:31]([CH3:33])[CH:30]=[N:29][CH:28]=3)=[CH:23][NH:22][C:19]2=[N:20][CH:21]=1. The yield is 0.310.